The task is: Predict the product of the given reaction.. This data is from Forward reaction prediction with 1.9M reactions from USPTO patents (1976-2016). Given the reactants [F:1][C:2]([F:24])([F:23])[S:3](NCCC1SC(C2C=CC([N+]([O-])=O)=CC=2)=CN=1)(=[O:5])=[O:4].Cl.[N+:26]([C:29]1[CH:34]=[CH:33][C:32]([C:35]2[S:39][C:38]([C:40]([NH2:43])([CH3:42])[CH3:41])=[N:37][CH:36]=2)=[CH:31][CH:30]=1)([O-:28])=[O:27].S(OS(C(F)(F)F)(=O)=O)(C(F)(F)F)(=O)=O, predict the reaction product. The product is: [F:1][C:2]([F:24])([F:23])[S:3]([NH:43][C:40]([C:38]1[S:39][C:35]([C:32]2[CH:31]=[CH:30][C:29]([N+:26]([O-:28])=[O:27])=[CH:34][CH:33]=2)=[CH:36][N:37]=1)([CH3:41])[CH3:42])(=[O:5])=[O:4].